This data is from Full USPTO retrosynthesis dataset with 1.9M reactions from patents (1976-2016). The task is: Predict the reactants needed to synthesize the given product. (1) Given the product [Br:1][C:2]1[CH:10]=[C:9]2[C:5]([CH:6]=[CH:7][N:8]2[CH3:14])=[CH:4][CH:3]=1, predict the reactants needed to synthesize it. The reactants are: [Br:1][C:2]1[CH:10]=[C:9]2[C:5]([CH:6]=[CH:7][NH:8]2)=[CH:4][CH:3]=1.[H-].[Na+].I[CH3:14]. (2) Given the product [ClH:37].[ClH:37].[CH:71]1([C:74]2[CH:75]=[C:76]([CH3:102])[C:77]([N:80]3[CH2:81][CH2:82][N:83]([C:86]([C:88]4[CH:89]=[N:90][C:91]([N:95]5[CH2:99][CH2:98][CH2:97][S:96]5(=[O:100])=[O:101])=[CH:92][C:93]=4[CH3:94])=[O:87])[CH2:84][CH2:85]3)=[N:78][CH:79]=2)[CH2:73][CH2:72]1, predict the reactants needed to synthesize it. The reactants are: C1(C2C=C(C)C(N3CCN(C(C4C=NC(F)=CC=4C)=O)CC3)=NC=2)CC1.COC1C=CC(CN)=CC=1.[Cl:37]CCCS(Cl)(=O)=O.NC1N=CC(C(N2CCN(C3C(C)=CC(C4CC4)=CN=3)CC2)=O)=C(C)C=1.[CH:71]1([C:74]2[CH:75]=[C:76]([CH3:102])[C:77]([N:80]3[CH2:85][CH2:84][N:83]([C:86]([C:88]4[CH:89]=[N:90][C:91]([N:95]5[CH2:99][CH2:98][CH2:97][S:96]5(=[O:101])=[O:100])=[CH:92][C:93]=4[CH3:94])=[O:87])[CH2:82][CH2:81]3)=[N:78][CH:79]=2)[CH2:73][CH2:72]1. (3) Given the product [CH3:49][O:50][C:51]1[CH:52]=[C:53]2[C:58](=[CH:59][C:60]=1[O:61][CH3:62])[N:57]=[CH:56][CH:55]=[C:54]2[O:63][C:64]1[CH:65]=[CH:66][C:67]([NH:68][C:47]([NH:46][C:33](=[O:45])[CH2:34][CH2:35][CH2:36][CH2:37][CH2:38][CH2:39][CH2:40][CH2:41][CH2:42][CH2:43][CH3:44])=[S:48])=[CH:69][CH:70]=1, predict the reactants needed to synthesize it. The reactants are: S(Cl)(Cl)=O.C(O)(=O)CCCCCCCCCCC.C(Cl)(=O)CCCCCCCCCCC.[C:33]([N:46]=[C:47]=[S:48])(=[O:45])[CH2:34][CH2:35][CH2:36][CH2:37][CH2:38][CH2:39][CH2:40][CH2:41][CH2:42][CH2:43][CH3:44].[CH3:49][O:50][C:51]1[CH:52]=[C:53]2[C:58](=[CH:59][C:60]=1[O:61][CH3:62])[N:57]=[CH:56][CH:55]=[C:54]2[O:63][C:64]1[CH:70]=[CH:69][C:67]([NH2:68])=[CH:66][CH:65]=1.